This data is from Forward reaction prediction with 1.9M reactions from USPTO patents (1976-2016). The task is: Predict the product of the given reaction. (1) The product is: [CH3:23][C:18]1[CH:17]=[C:16]([CH:15]=[C:14]([CH3:13])[C:19]=1[N+:20]([O-:22])=[O:21])[O:24][C:2]1[CH:3]=[CH:4][C:5]([N+:10]([O-:12])=[O:11])=[C:6]([NH:8][CH3:9])[CH:7]=1. Given the reactants Cl[C:2]1[CH:3]=[CH:4][C:5]([N+:10]([O-:12])=[O:11])=[C:6]([NH:8][CH3:9])[CH:7]=1.[CH3:13][C:14]1[CH:15]=[C:16]([OH:24])[CH:17]=[C:18]([CH3:23])[C:19]=1[N+:20]([O-:22])=[O:21].CC(C)([O-])C.[K+].Cl, predict the reaction product. (2) Given the reactants [F:1][C:2]1[CH:3]=[C:4]2[C:9](=[CH:10][C:11]=1F)[N:8]([CH2:13][C:14]1[CH:19]=[CH:18][C:17]([C:20]([F:23])([F:22])[F:21])=[CH:16][C:15]=1[F:24])[CH:7]=[C:6]([C:25]#[N:26])[C:5]2=[O:27].[NH:28]1[CH:32]=[CH:31][N:30]=[CH:29]1, predict the reaction product. The product is: [F:1][C:2]1[CH:3]=[C:4]2[C:9](=[CH:10][C:11]=1[N:28]1[CH:32]=[CH:31][N:30]=[CH:29]1)[N:8]([CH2:13][C:14]1[CH:19]=[CH:18][C:17]([C:20]([F:21])([F:22])[F:23])=[CH:16][C:15]=1[F:24])[CH:7]=[C:6]([C:25]#[N:26])[C:5]2=[O:27]. (3) The product is: [Cl:27][C:21]1[C:22]([Cl:26])=[CH:23][CH:24]=[CH:25][C:20]=1[S:17]([NH:16][C:13]1[C:12]([O:36][CH3:37])=[N:11][C:10]([N:6]2[CH2:7][CH2:8][CH:3]([CH2:2][OH:1])[CH2:4][CH2:5]2)=[CH:15][N:14]=1)(=[O:19])=[O:18]. Given the reactants [OH:1][CH2:2][CH:3]1[CH2:8][CH2:7][NH:6][CH2:5][CH2:4]1.Br[C:10]1[N:11]=[C:12]([O:36][CH3:37])[C:13]([N:16](COCC[Si](C)(C)C)[S:17]([C:20]2[CH:25]=[CH:24][CH:23]=[C:22]([Cl:26])[C:21]=2[Cl:27])(=[O:19])=[O:18])=[N:14][CH:15]=1, predict the reaction product. (4) Given the reactants Br[C:2]1[CH:3]=[CH:4][C:5]([CH2:8][N:9]2[CH2:14][CH2:13][N:12]([CH3:15])[CH2:11][CH2:10]2)=[N:6][CH:7]=1.[B:16]1([B:16]2[O:20][C:19]([CH3:22])([CH3:21])[C:18]([CH3:24])([CH3:23])[O:17]2)[O:20][C:19]([CH3:22])([CH3:21])[C:18]([CH3:24])([CH3:23])[O:17]1.C([O-])(=O)C.[K+].O1CCOCC1.C1(P(C2CCCCC2)C2CCCCC2)CCCCC1, predict the reaction product. The product is: [CH3:15][N:12]1[CH2:13][CH2:14][N:9]([CH2:8][C:5]2[CH:4]=[CH:3][C:2]([B:16]3[O:20][C:19]([CH3:22])([CH3:21])[C:18]([CH3:24])([CH3:23])[O:17]3)=[CH:7][N:6]=2)[CH2:10][CH2:11]1. (5) Given the reactants [NH2:17][C:16]1[CH:18]=[CH:19][C:20]([O:22][C:23]([F:24])([F:25])[F:26])=[CH:21][C:15]=1[S:14][S:14][C:15]1[CH:21]=[C:20]([O:22][C:23]([F:26])([F:25])[F:24])[CH:19]=[CH:18][C:16]=1[NH2:17].[N:27]1[CH:32]=[CH:31][CH:30]=[CH:29][C:28]=1[CH:33]1[NH:38][C:37](=[O:39])[CH2:36][C:35](=O)[CH2:34]1, predict the reaction product. The product is: [N:27]1[CH:32]=[CH:31][CH:30]=[CH:29][C:28]=1[CH:33]1[NH:38][C:37](=[O:39])[C:36]2[S:14][C:15]3[CH:21]=[C:20]([O:22][C:23]([F:24])([F:25])[F:26])[CH:19]=[CH:18][C:16]=3[NH:17][C:35]=2[CH2:34]1. (6) Given the reactants Br[C:2]1[CH:7]=[CH:6][CH:5]=[CH:4][C:3]=1[CH:8]([CH3:10])[CH3:9].[Mg].[Cl:12][C:13]1[CH:14]=[C:15]2[C:19](=[CH:20][CH:21]=1)[NH:18][C:17](=[O:22])[C:16]2=[O:23].Cl, predict the reaction product. The product is: [Cl:12][C:13]1[CH:14]=[C:15]2[C:19](=[CH:20][CH:21]=1)[NH:18][C:17](=[O:22])[C:16]2([OH:23])[C:2]1[CH:7]=[CH:6][CH:5]=[CH:4][C:3]=1[CH:8]([CH3:10])[CH3:9]. (7) The product is: [C:1]([O:5][C:6]([N:8]([O:33][C:34]([O:36][C:37]([CH3:40])([CH3:39])[CH3:38])=[O:35])[CH2:9][CH2:10][CH2:11][C:12]1[C:17]([C:18]([O:20][CH3:21])=[O:19])=[N:16][CH:15]=[C:14]2[N:22]([CH2:25][C:26]3[CH:27]=[CH:28][C:29]([F:32])=[CH:30][CH:31]=3)[CH:23]=[CH:24][C:13]=12)=[O:7])([CH3:3])([CH3:4])[CH3:2]. Given the reactants [C:1]([O:5][C:6]([N:8]([O:33][C:34]([O:36][C:37]([CH3:40])([CH3:39])[CH3:38])=[O:35])[CH2:9][C:10]#[C:11][C:12]1[C:17]([C:18]([O:20][CH3:21])=[O:19])=[N:16][CH:15]=[C:14]2[N:22]([CH2:25][C:26]3[CH:31]=[CH:30][C:29]([F:32])=[CH:28][CH:27]=3)[CH:23]=[CH:24][C:13]=12)=[O:7])([CH3:4])([CH3:3])[CH3:2].[H][H], predict the reaction product. (8) Given the reactants [F:1][C:2]([F:33])([F:32])[CH2:3][N:4]1[C:8]([C:9]2[S:10][C:11]3[CH2:12][CH2:13][O:14][C:15]4[CH:22]=[C:21]([C:23]5[CH:24]=[N:25][N:26]([CH2:28][C:29](O)=[O:30])[CH:27]=5)[CH:20]=[CH:19][C:16]=4[C:17]=3[N:18]=2)=[N:7][CH:6]=[N:5]1.O1CCCC1.C([N:42](CC)C(C)C)(C)C.[Cl-].[NH4+].F[P-](F)(F)(F)(F)F.C[N+](C)=C(N(C)C)ON1C2N=CC=CC=2N=N1, predict the reaction product. The product is: [F:32][C:2]([F:1])([F:33])[CH2:3][N:4]1[C:8]([C:9]2[S:10][C:11]3[CH2:12][CH2:13][O:14][C:15]4[CH:22]=[C:21]([C:23]5[CH:24]=[N:25][N:26]([CH2:28][C:29]([NH2:42])=[O:30])[CH:27]=5)[CH:20]=[CH:19][C:16]=4[C:17]=3[N:18]=2)=[N:7][CH:6]=[N:5]1. (9) Given the reactants COC1C=C(C=C(OC)C=1)C[NH:7][C:8]([C:10]12[CH2:19][CH:14]3[CH2:15][CH:16]([CH2:18][CH:12]([CH:13]3[O:20][C:21]([N:23]3[CH2:28][CH2:27][C:26]4([C:36]5[C:31](=[CH:32][CH:33]=[CH:34][CH:35]=5)[CH:30]([CH2:37][C:38]([OH:40])=[O:39])[CH2:29]4)[CH2:25][CH2:24]3)=[O:22])[CH2:11]1)[CH2:17]2)=[O:9].C(O)(C(F)(F)F)=O, predict the reaction product. The product is: [C:8]([C:10]12[CH2:19][CH:14]3[CH2:15][CH:16]([CH2:18][CH:12]([CH:13]3[O:20][C:21]([N:23]3[CH2:28][CH2:27][C:26]4([C:36]5[C:31](=[CH:32][CH:33]=[CH:34][CH:35]=5)[CH:30]([CH2:37][C:38]([OH:40])=[O:39])[CH2:29]4)[CH2:25][CH2:24]3)=[O:22])[CH2:11]1)[CH2:17]2)(=[O:9])[NH2:7]. (10) Given the reactants [CH3:1][O:2][C:3]1[CH:4]=[C:5]([C:9](=[O:22])[CH2:10][C:11](=[NH:21])[NH:12][C:13]2[CH:18]=[CH:17][C:16]([O:19][CH3:20])=[CH:15][CH:14]=2)[CH:6]=[CH:7][CH:8]=1.[C:23](OC)(=[O:26])[C:24]#[CH:25].C(OCC)C.C1CCCCC1, predict the reaction product. The product is: [NH2:21][C:11]1[N:12]([C:13]2[CH:14]=[CH:15][C:16]([O:19][CH3:20])=[CH:17][CH:18]=2)[C:23](=[O:26])[CH:24]=[CH:25][C:10]=1[C:9](=[O:22])[C:5]1[CH:6]=[CH:7][CH:8]=[C:3]([O:2][CH3:1])[CH:4]=1.